This data is from Full USPTO retrosynthesis dataset with 1.9M reactions from patents (1976-2016). The task is: Predict the reactants needed to synthesize the given product. (1) Given the product [Cl:1][C:2]1[CH:10]=[CH:9][CH:8]=[C:7]2[C:3]=1[CH2:4][CH2:5][N:6]2[C@@H:21]1[O:22][C@H:13]([CH2:12][OH:11])[C@H:15]([OH:16])[C@H:17]([OH:18])[C@H:19]1[OH:20], predict the reactants needed to synthesize it. The reactants are: [Cl:1][C:2]1[CH:10]=[CH:9][CH:8]=[C:7]2[C:3]=1[CH2:4][CH2:5][NH:6]2.[O:11]=[CH:12][C@@H:13]([C@H:15]([C@H:17]([C@@H:19]([CH2:21][OH:22])[OH:20])[OH:18])[OH:16])O.C(O)C. (2) Given the product [F:23][C:24]1[CH:29]=[CH:28][C:27]([S:30]([NH:20][C:19]([C:10]2[CH2:11][CH:12]([C:13]3[CH:18]=[CH:17][CH:16]=[CH:15][CH:14]=3)[N:8]([C:5]3[CH:4]=[CH:3][C:2]([Cl:1])=[CH:7][CH:6]=3)[N:9]=2)=[NH:21])(=[O:32])=[O:31])=[CH:26][CH:25]=1, predict the reactants needed to synthesize it. The reactants are: [Cl:1][C:2]1[CH:7]=[CH:6][C:5]([N:8]2[CH:12]([C:13]3[CH:18]=[CH:17][CH:16]=[CH:15][CH:14]=3)[CH2:11][C:10]([C:19]([NH2:21])=[NH:20])=[N:9]2)=[CH:4][CH:3]=1.Cl.[F:23][C:24]1[CH:29]=[CH:28][C:27]([S:30](Cl)(=[O:32])=[O:31])=[CH:26][CH:25]=1.C(N(CC)CC)C. (3) Given the product [CH3:21][C:13]1[N:12]([C:9]2[CH:10]=[CH:11][C:6]([O:5][CH2:4][CH2:3][CH2:2][N:22]3[CH2:26][CH2:25][CH2:24][CH2:23]3)=[CH:7][CH:8]=2)[C:20]2[C:15]([CH:14]=1)=[CH:16][CH:17]=[CH:18][CH:19]=2, predict the reactants needed to synthesize it. The reactants are: Cl[CH2:2][CH2:3][CH2:4][O:5][C:6]1[CH:11]=[CH:10][C:9]([N:12]2[C:20]3[C:15](=[CH:16][CH:17]=[CH:18][CH:19]=3)[CH:14]=[C:13]2[CH3:21])=[CH:8][CH:7]=1.[NH:22]1[CH2:26][CH2:25][CH2:24][CH2:23]1.C(=O)([O-])[O-].[K+].[K+].[I-].[K+]. (4) Given the product [Cl:3][C:4]1[CH:5]=[C:6]([C:11]2([C:25]([F:28])([F:27])[F:26])[O:36][N:42]=[C:13]([C:15]3[CH:23]=[CH:22][C:18]([C:19]([OH:21])=[O:20])=[C:17]([CH3:24])[CH:16]=3)[CH2:12]2)[CH:7]=[C:8]([Cl:10])[CH:9]=1, predict the reactants needed to synthesize it. The reactants are: CO.[Cl:3][C:4]1[CH:5]=[C:6]([C:11]([C:25]([F:28])([F:27])[F:26])=[CH:12][C:13]([C:15]2[CH:23]=[CH:22][C:18]([C:19]([OH:21])=[O:20])=[C:17]([CH3:24])[CH:16]=2)=O)[CH:7]=[C:8]([Cl:10])[CH:9]=1.C1(C)C=CC=CC=1.[OH2:36].S(O)(O)(=O)=O.[NH2:42]O. (5) The reactants are: [F:1][C:2]1[CH:7]=[C:6]([I:8])[CH:5]=[CH:4][C:3]=1[NH:9][C:10]1[CH:18]=[N:17][CH:16]=[CH:15][C:11]=1[C:12]([OH:14])=O.[CH3:19][C:20]1[CH:21]=[C:22]([NH:26][NH2:27])[CH:23]=[CH:24][CH:25]=1. Given the product [F:1][C:2]1[CH:7]=[C:6]([I:8])[CH:5]=[CH:4][C:3]=1[NH:9][C:10]1[CH:18]=[N:17][CH:16]=[CH:15][C:11]=1[C:12]([NH:27][NH:26][C:22]1[CH:23]=[CH:24][CH:25]=[C:20]([CH3:19])[CH:21]=1)=[O:14], predict the reactants needed to synthesize it. (6) Given the product [CH3:12][C:9]1([CH3:13])[O:8][C:6]2[N:7]=[C:2]([C:28]3[CH:33]=[CH:32][C:31]([NH:34][C:35](=[O:37])[CH3:36])=[CH:30][CH:29]=3)[N:3]=[C:4]([N:14]3[CH2:19][CH2:18][O:17][CH2:16][CH2:15]3)[C:5]=2[O:11][CH2:10]1, predict the reactants needed to synthesize it. The reactants are: Cl[C:2]1[N:3]=[C:4]([N:14]2[CH2:19][CH2:18][O:17][CH2:16][CH2:15]2)[C:5]2[O:11][CH2:10][C:9]([CH3:13])([CH3:12])[O:8][C:6]=2[N:7]=1.CC1(C)C(C)(C)OB([C:28]2[CH:33]=[CH:32][C:31]([NH:34][C:35](=[O:37])[CH3:36])=[CH:30][CH:29]=2)O1.C(=O)([O-])[O-].[Na+].[Na+].